This data is from Reaction yield outcomes from USPTO patents with 853,638 reactions. The task is: Predict the reaction yield, written as a fraction of the theoretical maximum amount of product (1.0 means a 100% yield; for example, 0.34 means a 34% yield). (1) No catalyst specified. The product is [Br:11][C:4]1[CH:3]=[C:2]([I:1])[CH:10]=[CH:9][C:5]=1[C:6]([O:8][CH2:17][CH3:18])=[O:7]. The yield is 0.920. The reactants are [I:1][C:2]1[CH:10]=[CH:9][C:5]([C:6]([OH:8])=[O:7])=[C:4]([Br:11])[CH:3]=1.S(=O)(=O)(O)O.[CH2:17](O)[CH3:18]. (2) The reactants are [CH3:1][O:2][C:3]1[CH:4]=[C:5]2[C:10](=[CH:11][C:12]=1[O:13][CH3:14])[N:9]=[CH:8][CH:7]=[C:6]2[O:15][C:16]1[C:22]([CH3:23])=[CH:21][C:19]([NH2:20])=[C:18]([CH3:24])[CH:17]=1.Cl[C:26](Cl)([O:28]C(=O)OC(Cl)(Cl)Cl)Cl.[C:37]1([CH:43]([OH:46])[CH2:44][CH3:45])[CH:42]=[CH:41][CH:40]=[CH:39][CH:38]=1.C(=O)(O)[O-].[Na+]. The catalyst is C(Cl)Cl.C(N(CC)CC)C.C1(C)C=CC=CC=1. The product is [CH3:1][O:2][C:3]1[CH:4]=[C:5]2[C:10](=[CH:11][C:12]=1[O:13][CH3:14])[N:9]=[CH:8][CH:7]=[C:6]2[O:15][C:16]1[C:22]([CH3:23])=[CH:21][C:19]([NH:20][C:26](=[O:28])[O:46][CH:43]([C:37]2[CH:42]=[CH:41][CH:40]=[CH:39][CH:38]=2)[CH2:44][CH3:45])=[C:18]([CH3:24])[CH:17]=1. The yield is 0.970. (3) The reactants are C(OC([NH:8][CH2:9][C:10]1[N:11]([CH2:32][CH:33]([CH3:35])[CH3:34])[C:12](=[O:31])[C:13]2[C:18]([C:19]=1[C:20]1[CH:25]=[CH:24][CH:23]=[CH:22][CH:21]=1)=[CH:17][C:16](/[CH:26]=[CH:27]/[C:28]([NH2:30])=[O:29])=[CH:15][CH:14]=2)=O)(C)(C)C.[ClH:36]. The catalyst is C(OCC)(=O)C. The product is [ClH:36].[NH2:8][CH2:9][C:10]1[N:11]([CH2:32][CH:33]([CH3:35])[CH3:34])[C:12](=[O:31])[C:13]2[C:18]([C:19]=1[C:20]1[CH:25]=[CH:24][CH:23]=[CH:22][CH:21]=1)=[CH:17][C:16](/[CH:26]=[CH:27]/[C:28]([NH2:30])=[O:29])=[CH:15][CH:14]=2. The yield is 0.952. (4) The reactants are P([O:13][CH2:14][CH2:15][CH2:16][N:17]([CH2:20][CH2:21][CH2:22][O:23][C:24]1[CH:33]=[C:32]2[C:27]([C:28]([NH:34][C:35]3[CH:39]=[C:38]([CH2:40][C:41]([NH:43][C:44]4[CH:49]=[CH:48][CH:47]=[C:46]([F:50])[CH:45]=4)=[O:42])[NH:37][N:36]=3)=[N:29][CH:30]=[N:31]2)=[CH:26][CH:25]=1)CC)(OC(C)(C)C)(OC(C)(C)C)=O.NCCCO. No catalyst specified. The product is [F:50][C:46]1[CH:45]=[C:44]([NH:43][C:41](=[O:42])[CH2:40][C:38]2[NH:37][N:36]=[C:35]([NH:34][C:28]3[C:27]4[C:32](=[CH:33][C:24]([O:23][CH2:22][CH2:21][CH2:20][NH:17][CH2:16][CH2:15][CH2:14][OH:13])=[CH:25][CH:26]=4)[N:31]=[CH:30][N:29]=3)[CH:39]=2)[CH:49]=[CH:48][CH:47]=1. The yield is 0.540.